This data is from Forward reaction prediction with 1.9M reactions from USPTO patents (1976-2016). The task is: Predict the product of the given reaction. Given the reactants [CH:1](N([CH:7]([CH3:9])[CH3:8])CC)(C)[CH3:2].CN(C1C=CC=CN=1)C.C(Cl)(=O)C.[C:23]([O:26][C:27](=[O:29])[CH3:28])(=[O:25])[CH3:24], predict the reaction product. The product is: [C:23]([O:26][CH:7]([CH3:8])[CH3:9])(=[O:25])[CH3:24].[C:27]([O:26][CH:23]([CH2:1][CH3:2])[CH3:24])(=[O:29])[CH3:28].